From a dataset of Forward reaction prediction with 1.9M reactions from USPTO patents (1976-2016). Predict the product of the given reaction. (1) Given the reactants [C:1]1([S:7]([C:10]2[C:18]3[C:13](=[N:14][CH:15]=[CH:16][CH:17]=3)[N:12]([CH2:19][CH2:20][N:21]3C(=O)C4C(=CC=CC=4)C3=O)[CH:11]=2)(=[O:9])=[O:8])[CH:6]=[CH:5][CH:4]=[CH:3][CH:2]=1.NN.CO.C(Cl)[Cl:37], predict the reaction product. The product is: [ClH:37].[ClH:37].[C:1]1([S:7]([C:10]2[C:18]3[C:13](=[N:14][CH:15]=[CH:16][CH:17]=3)[N:12]([CH2:19][CH2:20][NH2:21])[CH:11]=2)(=[O:9])=[O:8])[CH:2]=[CH:3][CH:4]=[CH:5][CH:6]=1. (2) The product is: [NH:11]([C:6]1[C:7]([O:9][CH3:10])=[N:8][C:3]([O:2][CH3:1])=[N:4][CH:5]=1)[NH2:12]. Given the reactants [CH3:1][O:2][C:3]1[N:8]=[C:7]([O:9][CH3:10])[C:6]([N:11](C(OC(C)(C)C)=O)[NH:12]C(OC(C)(C)C)=O)=[CH:5][N:4]=1.Cl.O1CCOCC1, predict the reaction product.